From a dataset of Full USPTO retrosynthesis dataset with 1.9M reactions from patents (1976-2016). Predict the reactants needed to synthesize the given product. (1) Given the product [CH3:1][C:2]1[S:3][C:4]2[C:10]([CH2:11][OH:12])=[CH:9][CH:8]=[CH:7][C:5]=2[N:6]=1, predict the reactants needed to synthesize it. The reactants are: [CH3:1][C:2]1[S:3][C:4]2[C:10]([C:11](OC)=[O:12])=[CH:9][CH:8]=[CH:7][C:5]=2[N:6]=1.[H-].[Al+3].[Li+].[H-].[H-].[H-]. (2) Given the product [F:17][C:2]([F:1])([F:16])[CH2:3][N:4]1[C:8]2[C:9]([NH2:13])=[CH:10][CH:11]=[CH:12][C:7]=2[N:6]=[CH:5]1, predict the reactants needed to synthesize it. The reactants are: [F:1][C:2]([F:17])([F:16])[CH2:3][N:4]1[C:8]2[C:9]([NH:13]C=O)=[CH:10][CH:11]=[CH:12][C:7]=2[N:6]=[CH:5]1.C(N1C2C(N)=CC=CC=2N=C1C)C. (3) Given the product [C:1]([C:4]1[C:23](=[O:24])[C@@:8]2([CH3:25])[C:9]3[C:15]([O:16][CH3:17])=[CH:14][C:13]([O:18][CH3:19])=[C:12]([C:20]([NH:22][CH2:38][C:29]4[C:30]5[C:35](=[CH:34][CH:33]=[CH:32][CH:31]=5)[CH:36]=[CH:37][C:28]=4[CH3:27])=[O:21])[C:10]=3[O:11][C:7]2=[CH:6][C:5]=1[OH:26])(=[O:3])[CH3:2], predict the reactants needed to synthesize it. The reactants are: [C:1]([C:4]1[C:23](=[O:24])[C@@:8]2([CH3:25])[C:9]3[C:15]([O:16][CH3:17])=[CH:14][C:13]([O:18][CH3:19])=[C:12]([C:20]([NH2:22])=[O:21])[C:10]=3[O:11][C:7]2=[CH:6][C:5]=1[OH:26])(=[O:3])[CH3:2].[CH3:27][C:28]1[CH:37]=[CH:36][C:35]2[C:30](=[CH:31][CH:32]=[CH:33][CH:34]=2)[C:29]=1[CH:38]=O.C([SiH](CC)CC)C.FC(F)(F)C(O)=O. (4) Given the product [CH2:65]([C@H:51]([NH:50][C:7]([C:6]1[CH:5]=[C:4]([C:2]([NH2:1])=[O:3])[CH:12]=[C:11]([C:13]([N:15]([CH2:19][CH2:20][CH3:21])[CH2:16][CH2:17][CH3:18])=[O:14])[CH:10]=1)=[O:8])[C@H:52]([OH:64])[CH2:53][NH:54][CH2:55][C:56]1[CH:61]=[CH:60][CH:59]=[C:58]([O:62][CH3:63])[CH:57]=1)[C:66]1[CH:71]=[CH:70][CH:69]=[CH:68][CH:67]=1, predict the reactants needed to synthesize it. The reactants are: [NH2:1][C:2]([C:4]1[CH:5]=[C:6]([CH:10]=[C:11]([C:13]([N:15]([CH2:19][CH2:20][CH3:21])[CH2:16][CH2:17][CH3:18])=[O:14])[CH:12]=1)[C:7](O)=[O:8])=[O:3].C(Cl)CCl.C1C=CC2N(O)N=NC=2C=1.C(N(CC)CC)C.FC(F)(F)C(O)=O.[NH2:50][C@@H:51]([CH2:65][C:66]1[CH:71]=[C:70](F)[CH:69]=[C:68](F)[CH:67]=1)[C@H:52]([OH:64])[CH2:53][NH:54][CH2:55][C:56]1[CH:61]=[CH:60][CH:59]=[C:58]([O:62][CH3:63])[CH:57]=1. (5) The reactants are: [Br:1][C:2]1[CH:3]=[N:4][CH:5]=[N+:6]([O-])[CH:7]=1.C[Si]([C:13]#[N:14])(C)C.C(N(CC)CC)C. Given the product [Br:1][C:2]1[C:3]([C:13]#[N:14])=[N:4][CH:5]=[N:6][CH:7]=1, predict the reactants needed to synthesize it. (6) Given the product [NH2:1][C:2]1[CH:42]=[CH:41][C:5]([C:6]([NH:8][C:9]2[CH:14]=[CH:13][CH:12]=[C:11]([NH:15][C:16]3[CH:21]=[CH:20][C:19]([Cl:22])=[C:18]([C:23]4[C:31]5[C:26](=[CH:27][CH:28]=[CH:29][CH:30]=5)[NH:25][CH:24]=4)[N:17]=3)[CH:10]=2)=[O:7])=[CH:4][CH:3]=1, predict the reactants needed to synthesize it. The reactants are: [NH2:1][C:2]1[CH:42]=[CH:41][C:5]([C:6]([NH:8][C:9]2[CH:14]=[CH:13][CH:12]=[C:11]([NH:15][C:16]3[CH:21]=[CH:20][C:19]([Cl:22])=[C:18]([C:23]4[C:31]5[C:26](=[CH:27][CH:28]=[CH:29][CH:30]=5)[N:25](S(C5C=CC=CC=5)(=O)=O)[CH:24]=4)[N:17]=3)[CH:10]=2)=[O:7])=[CH:4][CH:3]=1.[OH-].[Na+]. (7) Given the product [CH:22]12[CH2:24][CH:19]([CH:18]([O:17][C@@H:14]3[CH2:13][CH2:12][C@H:11]([CH2:10][C:9]([OH:35])=[O:8])[CH2:16][CH2:15]3)[CH2:23]1)[CH2:20][NH:21]2, predict the reactants needed to synthesize it. The reactants are: C([O:8][C:9](=[O:35])[CH2:10][C@@H:11]1[CH2:16][CH2:15][C@H:14]([O:17][CH:18]2[CH2:23][CH:22]3[CH2:24][CH:19]2[CH2:20][N:21]3C(OCC2C=CC=CC=2)=O)[CH2:13][CH2:12]1)C1C=CC=CC=1.C(O)C.[H][H].